From a dataset of Choline transporter screen with 302,306 compounds. Binary Classification. Given a drug SMILES string, predict its activity (active/inactive) in a high-throughput screening assay against a specified biological target. (1) The drug is S(=O)(=O)(N(CC)CC)c1cc(NC(=O)C2CN(C(=O)C2)c2cc3OCCOc3cc2)c(OC)cc1. The result is 0 (inactive). (2) The compound is Brc1cc(CNn2cnnc2)c(O)cc1. The result is 0 (inactive). (3) The molecule is Clc1ccc(c2c3c(N)c(sc3nc(c2)c2sccc2)C(=O)N(CC)CC)cc1. The result is 0 (inactive).